Task: Predict the product of the given reaction.. Dataset: Forward reaction prediction with 1.9M reactions from USPTO patents (1976-2016) (1) Given the reactants [C:1]([NH:4][C:5]1[CH:10]=[C:9]([C:11]2[NH:19][C:18]3[C:13](=[N:14][C:15](Br)=[CH:16][C:17]=3[C:20]([O:22][CH3:23])=[O:21])[CH:12]=2)[CH:8]=[CH:7][N:6]=1)(=[O:3])[CH3:2], predict the reaction product. The product is: [C:1]([NH:4][C:5]1[CH:10]=[C:9]([C:11]2[NH:19][C:18]3[C:13](=[N:14][CH:15]=[CH:16][C:17]=3[C:20]([O:22][CH3:23])=[O:21])[CH:12]=2)[CH:8]=[CH:7][N:6]=1)(=[O:3])[CH3:2]. (2) The product is: [CH:26]1([NH:25][C:23]2[C:22]([C:29]([NH2:31])=[O:30])=[CH:21][N:20]=[C:19]([NH:18][C:15]3[CH:14]=[CH:13][C:12]([CH:9]4[CH2:8][CH2:7][N:6]([C:4](=[O:5])[C:3]5[CH:34]=[CH:33][CH:32]=[N:2][CH:1]=5)[CH2:11][CH2:10]4)=[CH:17][CH:16]=3)[N:24]=2)[CH2:27][CH2:28]1. Given the reactants [C:1]([CH2:3][C:4]([N:6]1[CH2:11][CH2:10][CH:9]([C:12]2[CH:17]=[CH:16][C:15]([NH:18][C:19]3[N:24]=[C:23]([NH:25][CH:26]4[CH2:28][CH2:27]4)[C:22]([C:29]([NH2:31])=[O:30])=[CH:21][N:20]=3)=[CH:14][CH:13]=2)[CH2:8][CH2:7]1)=[O:5])#[N:2].[C:32](O)(=O)[C:33]1C=CC=N[CH:34]=1, predict the reaction product. (3) Given the reactants [Cl:1][C:2]1[CH:7]=[CH:6][C:5]([CH:8]([CH3:10])[CH3:9])=[CH:4][C:3]=1[OH:11].[Cl:12][C:13]1[CH:18]=[CH:17][C:16]([OH:19])=[CH:15][C:14]=1[CH:20]([CH3:22])[CH3:21].[C:23]([O-])([O-])=O.[K+].[K+].IC, predict the reaction product. The product is: [Cl:1][C:2]1[CH:7]=[CH:6][C:5]([CH:8]([CH3:9])[CH3:10])=[CH:4][C:3]=1[O:11][CH3:13].[Cl:12][C:13]1[CH:18]=[CH:17][C:16]([O:19][CH3:23])=[CH:15][C:14]=1[CH:20]([CH3:22])[CH3:21]. (4) Given the reactants [C:1]1([C:11]2([CH:16]=[O:17])[CH2:15][CH2:14][CH2:13][CH2:12]2)[C:10]2[C:5](=[CH:6][CH:7]=[CH:8][CH:9]=2)[CH:4]=[CH:3][CH:2]=1.[BH4-].[Na+].C(OCC)(=O)C, predict the reaction product. The product is: [C:1]1([C:11]2([CH2:16][OH:17])[CH2:15][CH2:14][CH2:13][CH2:12]2)[C:10]2[C:5](=[CH:6][CH:7]=[CH:8][CH:9]=2)[CH:4]=[CH:3][CH:2]=1. (5) Given the reactants [N:1]1([C:6]2[CH:13]=[CH:12][C:9]([CH2:10][NH2:11])=[CH:8][CH:7]=2)[CH2:5][CH2:4][CH2:3][CH2:2]1.[N:14]([C:17]1[CH:26]=[CH:25][CH:24]=[C:23]2[C:18]=1[CH:19]=[C:20]([CH3:27])[N:21]=[CH:22]2)=[C:15]=[O:16].N(C1C=CC=C2C=1C=CN=C2)=C=O, predict the reaction product. The product is: [CH3:27][C:20]1[N:21]=[CH:22][C:23]2[C:18]([CH:19]=1)=[C:17]([NH:14][C:15]([NH:11][CH2:10][C:9]1[CH:12]=[CH:13][C:6]([N:1]3[CH2:5][CH2:4][CH2:3][CH2:2]3)=[CH:7][CH:8]=1)=[O:16])[CH:26]=[CH:25][CH:24]=2.